From a dataset of Forward reaction prediction with 1.9M reactions from USPTO patents (1976-2016). Predict the product of the given reaction. (1) Given the reactants [OH-].[Na+].[F:3][CH2:4][O:5][C:6]1[CH:7]=[CH:8][C:9]([C:12]([O:14]C)=[O:13])=[N:10][CH:11]=1.Cl.[Cl-].[Na+], predict the reaction product. The product is: [F:3][CH2:4][O:5][C:6]1[CH:7]=[CH:8][C:9]([C:12]([OH:14])=[O:13])=[N:10][CH:11]=1. (2) Given the reactants C(OC([N:8]1[CH2:13][CH2:12][CH2:11][C@H:10]2[CH2:14][N:15]([C:17]3[C:26]([O:27][CH3:28])=[C:25]4[C:20]([C:21](=[O:58])[C:22]([C:32]([O:34][C:35]5[CH:40]=[CH:39][C:38]([CH:41]([P:50]([O:55]CC)([O:52]CC)=[O:51])[P:42]([O:47]CC)([O:44]CC)=[O:43])=[CH:37][CH:36]=5)=[O:33])=[CH:23][N:24]4[CH:29]4[CH2:31][CH2:30]4)=[CH:19][C:18]=3[F:59])[CH2:16][C@@H:9]12)=O)(C)(C)C.C(OC(N1CCC[C@H]2CN(C3C(OC)=C4C(C(=O)C(C(OCC(=O)NC(P(OCC)(OCC)=O)P(OCC)(OCC)=O)=O)=CN4C4CC4)=CC=3F)C[C@@H]12)=O)(C)(C)C, predict the reaction product. The product is: [CH:29]1([N:24]2[C:25]3[C:20](=[CH:19][C:18]([F:59])=[C:17]([N:15]4[CH2:14][C@H:10]5[C@H:9]([NH:8][CH2:13][CH2:12][CH2:11]5)[CH2:16]4)[C:26]=3[O:27][CH3:28])[C:21](=[O:58])[C:22]([C:32]([O:34][C:35]3[CH:36]=[CH:37][C:38]([CH:41]([P:50]([OH:52])([OH:55])=[O:51])[P:42]([OH:47])([OH:44])=[O:43])=[CH:39][CH:40]=3)=[O:33])=[CH:23]2)[CH2:31][CH2:30]1. (3) Given the reactants [F:1][C:2]([F:15])([F:14])[C:3]1[CH:12]=[C:11]2[C:6]([CH2:7][CH2:8][NH:9][C:10]2=[O:13])=[CH:5][CH:4]=1.Br[C:17]1[N:21]([CH3:22])[CH:20]=[N:19][CH:18]=1.P([O-])([O-])([O-])=O.[K+].[K+].[K+], predict the reaction product. The product is: [CH3:22][N:21]1[C:17]([N:9]2[CH2:8][CH2:7][C:6]3[C:11](=[CH:12][C:3]([C:2]([F:1])([F:14])[F:15])=[CH:4][CH:5]=3)[C:10]2=[O:13])=[CH:18][N:19]=[CH:20]1. (4) Given the reactants Cl[C:2]1[C:3]2[S:22][CH2:21][CH2:20][C:4]=2[N:5]=[C:6]([N:8]2[CH2:13][CH2:12][N:11]([C:14]3[CH:19]=[CH:18][CH:17]=[CH:16][CH:15]=3)[CH2:10][CH2:9]2)[N:7]=1, predict the reaction product. The product is: [CH:14]1([NH:11][C:2]2[C:3]3[S:22][CH2:21][CH2:20][C:4]=3[N:5]=[C:6]([N:8]3[CH2:13][CH2:12][N:11]([C:14]4[CH:19]=[CH:18][CH:17]=[CH:16][CH:15]=4)[CH2:10][CH2:9]3)[N:7]=2)[CH2:19][CH2:18][CH2:17][CH2:16][CH2:15]1.